From a dataset of Forward reaction prediction with 1.9M reactions from USPTO patents (1976-2016). Predict the product of the given reaction. (1) The product is: [CH3:11][N:12]1[CH2:4][CH2:3][CH2:2][N:15]([CH2:16][C:17]#[CH:18])[CH2:14][CH2:13]1. Given the reactants Br[CH2:2][C:3]#[CH:4].C(=O)([O-])[O-].[Cs+].[Cs+].[CH3:11][N:12]1[CH2:18][CH2:17][CH2:16][NH:15][CH2:14][CH2:13]1, predict the reaction product. (2) Given the reactants [N+:1]([C:4]1[CH:5]=[C:6]([N:10]2[CH2:15][CH2:14][N:13]([C:16]([O:18][C:19]([CH3:22])([CH3:21])[CH3:20])=[O:17])[CH2:12][CH2:11]2)[CH:7]=[CH:8][CH:9]=1)([O-])=O.C1COCC1.CCO.O.O.Cl[Sn]Cl, predict the reaction product. The product is: [NH2:1][C:4]1[CH:5]=[C:6]([N:10]2[CH2:15][CH2:14][N:13]([C:16]([O:18][C:19]([CH3:22])([CH3:21])[CH3:20])=[O:17])[CH2:12][CH2:11]2)[CH:7]=[CH:8][CH:9]=1. (3) Given the reactants FC(F)(F)C(O)=O.[F:8][C:9]([F:24])([F:23])[C:10]1[CH:11]=[N:12][N:13]([CH2:15][C:16]([O:18]C(C)(C)C)=[O:17])[CH:14]=1, predict the reaction product. The product is: [F:23][C:9]([F:8])([F:24])[C:10]1[CH:11]=[N:12][N:13]([CH2:15][C:16]([OH:18])=[O:17])[CH:14]=1. (4) Given the reactants [Cl:1][C:2]1[CH:7]=[C:6]([N+:8]([O-:10])=[O:9])[CH:5]=[C:4]([N+]([O-])=O)[CH:3]=1.[OH:14][C:15]1[CH:20]=[CH:19][C:18]([NH:21][C:22](=[O:24])[CH3:23])=[CH:17][CH:16]=1.C([O-])([O-])=O.[K+].[K+], predict the reaction product. The product is: [Cl:1][C:2]1[CH:3]=[C:4]([CH:5]=[C:6]([N+:8]([O-:10])=[O:9])[CH:7]=1)[O:14][C:15]1[CH:16]=[CH:17][C:18]([NH:21][C:22](=[O:24])[CH3:23])=[CH:19][CH:20]=1. (5) Given the reactants [Br:1][C:2]1[CH:3]=[C:4]([C:8](=O)[CH2:9][CH2:10][C:11]([F:14])([F:13])[F:12])[CH:5]=[CH:6][CH:7]=1.O.NN.[OH-].[K+], predict the reaction product. The product is: [Br:1][C:2]1[CH:7]=[CH:6][CH:5]=[C:4]([CH2:8][CH2:9][CH2:10][C:11]([F:12])([F:13])[F:14])[CH:3]=1.